Dataset: Full USPTO retrosynthesis dataset with 1.9M reactions from patents (1976-2016). Task: Predict the reactants needed to synthesize the given product. (1) Given the product [CH:26]1([O:25][CH:22]2[CH2:23][CH2:24][N:19]([C:16]3[N:15]=[CH:14][C:13]([C:10]4[CH:11]=[CH:12][C:7]([C:5]5[S:6][C:2]([N:32]6[CH2:37][CH2:36][CH:35]([CH2:38][OH:39])[CH2:34][CH2:33]6)=[N:3][N:4]=5)=[CH:8][CH:9]=4)=[CH:18][N:17]=3)[CH2:20][CH2:21]2)[CH2:31][CH2:30][CH2:29][CH2:28][CH2:27]1, predict the reactants needed to synthesize it. The reactants are: Br[C:2]1[S:6][C:5]([C:7]2[CH:12]=[CH:11][C:10]([C:13]3[CH:14]=[N:15][C:16]([N:19]4[CH2:24][CH2:23][CH:22]([O:25][CH:26]5[CH2:31][CH2:30][CH2:29][CH2:28][CH2:27]5)[CH2:21][CH2:20]4)=[N:17][CH:18]=3)=[CH:9][CH:8]=2)=[N:4][N:3]=1.[NH:32]1[CH2:37][CH2:36][CH:35]([CH2:38][OH:39])[CH2:34][CH2:33]1. (2) Given the product [CH2:3]([N:10]1[C:19](=[O:20])[C:18]2[C:13](=[CH:14][C:15]([Cl:21])=[CH:16][CH:17]=2)[N:12]=[C:11]1[CH:22]([N:26]1[C:32](=[O:33])[CH2:31][CH2:30][N:29]([CH3:34])[CH2:28][CH2:27]1)[CH:23]([CH3:25])[CH3:24])[C:4]1[CH:9]=[CH:8][CH:7]=[CH:6][CH:5]=1, predict the reactants needed to synthesize it. The reactants are: IC.[CH2:3]([N:10]1[C:19](=[O:20])[C:18]2[C:13](=[CH:14][C:15]([Cl:21])=[CH:16][CH:17]=2)[N:12]=[C:11]1[CH:22]([N:26]1[C:32](=[O:33])[CH2:31][CH2:30][NH:29][CH2:28][CH2:27]1)[CH:23]([CH3:25])[CH3:24])[C:4]1[CH:9]=[CH:8][CH:7]=[CH:6][CH:5]=1.[CH3:34]CN(CC)CC. (3) Given the product [CH3:1][C:2]1[N:3]=[C:4]2[CH:12]=[CH:11][CH:10]=[C:9]3[N:5]2[C:6]=1[C:7](=[O:13])[N:8]3[CH2:17][CH2:18][CH2:19][CH2:20][CH2:21][N:22]1[C:23](=[O:32])[C:24]2=[CH:31][CH:30]=[CH:29][CH:28]=[C:25]2[C:26]1=[O:27], predict the reactants needed to synthesize it. The reactants are: [CH3:1][C:2]1[N:3]=[C:4]2[CH:12]=[CH:11][CH:10]=[C:9]3[N:5]2[C:6]=1[C:7](=[O:13])[NH:8]3.[H-].[Na+].Br[CH2:17][CH2:18][CH2:19][CH2:20][CH2:21][N:22]1[C:26](=[O:27])[C:25]2=[CH:28][CH:29]=[CH:30][CH:31]=[C:24]2[C:23]1=[O:32].O. (4) The reactants are: [Br:1][C:2]1[C:3]([C:12]2[O:13][CH:14]=[CH:15][CH:16]=2)=[N:4][C:5]([NH2:11])=[N:6][C:7]=1[S:8]([CH3:10])=O.[CH2:17](S)[CH2:18][CH2:19]C.C1CCN2C(=NCCC2)CC1. Given the product [Br:1][C:2]1[C:7]([S:8][CH2:10][CH2:17][CH2:18][CH3:19])=[N:6][C:5]([NH2:11])=[N:4][C:3]=1[C:12]1[O:13][CH:14]=[CH:15][CH:16]=1, predict the reactants needed to synthesize it. (5) The reactants are: [Cl:1][C:2]1[C:3]([NH:12][S:13]([C:16]2[CH:25]=[CH:24][C:19]([C:20]([O:22][CH3:23])=[O:21])=[CH:18][CH:17]=2)(=[O:15])=[O:14])=[N:4][CH:5]=[C:6]([C:8]([F:11])([F:10])[F:9])[CH:7]=1.Br[CH2:27][CH2:28][CH2:29][C:30]1[CH:35]=[CH:34][CH:33]=[CH:32][CH:31]=1.C([O-])([O-])=O.[Cs+].[Cs+].[Na+].[I-].Cl. Given the product [Cl:1][C:2]1[C:3]([N:12]([CH2:27][CH2:28][CH2:29][C:30]2[CH:35]=[CH:34][CH:33]=[CH:32][CH:31]=2)[S:13]([C:16]2[CH:25]=[CH:24][C:19]([C:20]([O:22][CH3:23])=[O:21])=[CH:18][CH:17]=2)(=[O:15])=[O:14])=[N:4][CH:5]=[C:6]([C:8]([F:11])([F:9])[F:10])[CH:7]=1, predict the reactants needed to synthesize it. (6) Given the product [CH2:8]([O:10][C:11]([C:13]1([CH2:27][CH2:28][O:29][CH3:30])[CH2:14][CH2:15][N:16]([CH2:19][C:20]2[CH:21]=[CH:22][CH:23]=[CH:24][CH:25]=2)[CH2:17][CH2:18]1)=[O:12])[CH3:9], predict the reactants needed to synthesize it. The reactants are: C(NC(C)C)(C)C.[CH2:8]([O:10][C:11]([CH:13]1[CH2:18][CH2:17][N:16]([CH2:19][C:20]2[CH:25]=[CH:24][CH:23]=[CH:22][CH:21]=2)[CH2:15][CH2:14]1)=[O:12])[CH3:9].Br[CH2:27][CH2:28][O:29][CH3:30]. (7) Given the product [CH3:28][C:26]([Si:23]([CH3:25])([CH3:24])[O:22][CH2:21][CH2:20][CH2:19][N:14]1[CH2:15][C@H:16]2[C@:12]([C:3]3[CH:4]=[CH:5][C:6]([C:8]([F:11])([F:10])[F:9])=[CH:7][C:2]=3[F:1])([CH2:17]2)[CH2:13]1)([CH3:27])[CH3:29], predict the reactants needed to synthesize it. The reactants are: [F:1][C:2]1[CH:7]=[C:6]([C:8]([F:11])([F:10])[F:9])[CH:5]=[CH:4][C:3]=1[C@:12]12[CH2:17][C@H:16]1[CH2:15][NH:14][CH2:13]2.Br[CH2:19][CH2:20][CH2:21][O:22][Si:23]([C:26]([CH3:29])([CH3:28])[CH3:27])([CH3:25])[CH3:24].C(N(CC)CC)C.N[C@H](C(O)=O)CC1C=C2C(C=CC=C2)=CC=1.